From a dataset of Peptide-MHC class II binding affinity with 134,281 pairs from IEDB. Regression. Given a peptide amino acid sequence and an MHC pseudo amino acid sequence, predict their binding affinity value. This is MHC class II binding data. (1) The peptide sequence is LVAGPAGSYAADLGY. The MHC is HLA-DQA10401-DQB10402 with pseudo-sequence HLA-DQA10401-DQB10402. The binding affinity (normalized) is 0.479. (2) The peptide sequence is GFFTSVGKGIHTVFG. The MHC is DRB1_0401 with pseudo-sequence DRB1_0401. The binding affinity (normalized) is 0.137.